Dataset: Catalyst prediction with 721,799 reactions and 888 catalyst types from USPTO. Task: Predict which catalyst facilitates the given reaction. (1) Product: [ClH:41].[F:40][CH:2]([F:1])[C:3]1[N:7]([C:8]2[N:13]=[C:12]([N:14]3[CH2:19][CH2:18][O:17][CH2:16][CH2:15]3)[N:11]=[C:10]([CH:20]3[CH2:21][CH2:22][N:23]([S:26]([CH2:29][CH2:30][N:31]([CH3:33])[CH3:32])(=[O:28])=[O:27])[CH2:24][CH2:25]3)[N:9]=2)[C:6]2[CH:34]=[CH:35][CH:36]=[C:37]([O:38][CH3:39])[C:5]=2[N:4]=1. The catalyst class is: 5. Reactant: [F:1][CH:2]([F:40])[C:3]1[N:7]([C:8]2[N:13]=[C:12]([N:14]3[CH2:19][CH2:18][O:17][CH2:16][CH2:15]3)[N:11]=[C:10]([CH:20]3[CH2:25][CH2:24][N:23]([S:26]([CH2:29][CH2:30][N:31]([CH3:33])[CH3:32])(=[O:28])=[O:27])[CH2:22][CH2:21]3)[N:9]=2)[C:6]2[CH:34]=[CH:35][CH:36]=[C:37]([O:38][CH3:39])[C:5]=2[N:4]=1.[ClH:41]. (2) Reactant: [F:1][CH:2]1[CH2:7][CH:6]([CH2:8][OH:9])[CH2:5][CH2:4][CH:3]1[N:10]1[CH2:15][CH2:14][N:13]([C:16]([O:18][C:19]([CH3:22])([CH3:21])[CH3:20])=[O:17])[CH2:12][CH2:11]1.C(N(CC)CC)C.[CH3:30][S:31](Cl)(=[O:33])=[O:32]. Product: [F:1][CH:2]1[CH2:7][CH:6]([CH2:8][O:9][S:31]([CH3:30])(=[O:33])=[O:32])[CH2:5][CH2:4][CH:3]1[N:10]1[CH2:11][CH2:12][N:13]([C:16]([O:18][C:19]([CH3:22])([CH3:21])[CH3:20])=[O:17])[CH2:14][CH2:15]1. The catalyst class is: 2. (3) Reactant: [CH2:1]([C:4]1[CH:9]=[CH:8][C:7]([C:10]2[CH:11]=[C:12]3[C:17](=[CH:18][CH:19]=2)[CH:16]=[C:15]([OH:20])[CH:14]=[CH:13]3)=[CH:6][CH:5]=1)[CH2:2][CH3:3].[F:21][N+]1C=C(OC(F)(F)F)C=CC=1S([O-])(=O)=O. Product: [F:21][C:16]1[C:17]2[C:12](=[CH:11][C:10]([C:7]3[CH:6]=[CH:5][C:4]([CH2:1][CH2:2][CH3:3])=[CH:9][CH:8]=3)=[CH:19][CH:18]=2)[CH:13]=[CH:14][C:15]=1[OH:20]. The catalyst class is: 4.